This data is from Reaction yield outcomes from USPTO patents with 853,638 reactions. The task is: Predict the reaction yield, written as a fraction of the theoretical maximum amount of product (1.0 means a 100% yield; for example, 0.34 means a 34% yield). (1) The reactants are [Cl:1][C:2]1[CH:14]=[C:13]([Cl:15])[CH:12]=[CH:11][C:3]=1[CH2:4][CH:5]1[CH2:9][CH2:8][NH:7][C:6]1=[O:10].[H-].[Na+].Br[CH:19]1[CH2:24][CH2:23][CH2:22][CH:21]=[CH:20]1.C(=O)(O)[O-].[Na+]. The catalyst is C1COCC1. The product is [CH:24]1([N:7]2[CH2:8][CH2:9][CH:5]([CH2:4][C:3]3[CH:11]=[CH:12][C:13]([Cl:15])=[CH:14][C:2]=3[Cl:1])[C:6]2=[O:10])[CH2:23][CH2:22][CH2:21][CH:20]=[CH:19]1. The yield is 0.510. (2) The reactants are [OH:1][C:2]1[C:7](=[O:8])[CH:6]=[C:5]([CH2:9][OH:10])[O:4][C:3]=1[CH:11]=[CH:12][CH3:13].[Br:14][CH2:15][CH2:16][CH2:17][CH2:18][CH2:19]Br.C(=O)([O-])[O-].[K+].[K+].[I-].[Na+]. The catalyst is CN(C=O)C. The product is [Br:14][CH2:15][CH2:16][CH2:17][CH2:18][CH2:19][O:1][C:2]1[C:7](=[O:8])[CH:6]=[C:5]([CH2:9][OH:10])[O:4][C:3]=1[CH:11]=[CH:12][CH3:13]. The yield is 0.700. (3) The reactants are [CH2:1]([O:3][C:4]([N:6]1[CH:15]=[CH:14][C:13]2[C:8](=[CH:9][C:10]([O:17][CH3:18])=[C:11]([OH:16])[CH:12]=2)[CH:7]1[CH2:19][C:20]1[CH:25]=[CH:24][CH:23]=[C:22]([O:26][CH3:27])[CH:21]=1)=[O:5])[CH3:2].C(=O)([O-])[O-].[K+].[K+].[CH2:34](I)[CH2:35][CH2:36][CH3:37].C(OCC)(=O)C.CCCCCC. The catalyst is CN(C)C=O. The product is [CH2:1]([O:3][C:4]([N:6]1[CH:15]=[CH:14][C:13]2[C:8](=[CH:9][C:10]([O:17][CH3:18])=[C:11]([O:16][CH2:34][CH2:35][CH2:36][CH3:37])[CH:12]=2)[CH:7]1[CH2:19][C:20]1[CH:25]=[CH:24][CH:23]=[C:22]([O:26][CH3:27])[CH:21]=1)=[O:5])[CH3:2]. The yield is 0.560. (4) The reactants are Cl.O1CCOCC1.[CH2:8]([O:10][C:11]1[CH:12]=[C:13]([CH:16]=[CH:17][C:18]=1[O:19][CH2:20][CH3:21])[C:14]#[N:15])[CH3:9].CO.C([O-])([O-])=O.[Na+].[Na+].[N:30]1[CH:35]=[CH:34][C:33]([C:36]([NH:38][NH2:39])=O)=[CH:32][CH:31]=1. The catalyst is CCOCC. The product is [CH2:8]([O:10][C:11]1[CH:12]=[C:13]([C:14]2[NH:15][C:36]([C:33]3[CH:34]=[CH:35][N:30]=[CH:31][CH:32]=3)=[N:38][N:39]=2)[CH:16]=[CH:17][C:18]=1[O:19][CH2:20][CH3:21])[CH3:9]. The yield is 0.630. (5) The reactants are Cl.[Cl:2][C:3]1[C:12]2[C:7](=[CH:8][C:9]([O:13][CH2:14][C:15]3[CH:20]=[CH:19][N:18]=[CH:17][CH:16]=3)=[CH:10][CH:11]=2)[N:6]=[CH:5][N:4]=1.[F:21][C:22]1[CH:28]=[C:27]([CH3:29])[C:26]([OH:30])=[CH:25][C:23]=1[NH2:24]. The catalyst is C(O)(C)C. The product is [ClH:2].[F:21][C:22]1[CH:28]=[C:27]([CH3:29])[C:26]([OH:30])=[CH:25][C:23]=1[NH:24][C:3]1[C:12]2[C:7](=[CH:8][C:9]([O:13][CH2:14][C:15]3[CH:20]=[CH:19][N:18]=[CH:17][CH:16]=3)=[CH:10][CH:11]=2)[N:6]=[CH:5][N:4]=1. The yield is 0.280. (6) The reactants are [Cl:1][C:2]1[CH:3]=[C:4]([CH:7]=[C:8]([O:11]C)[C:9]=1[OH:10])[CH:5]=[O:6].B(Br)(Br)Br. The catalyst is ClCCl. The product is [Cl:1][C:2]1[CH:3]=[C:4]([CH:7]=[C:8]([OH:11])[C:9]=1[OH:10])[CH:5]=[O:6]. The yield is 0.890. (7) The reactants are [Cl-].O[NH3+:3].[C:4](=[O:7])([O-])[OH:5].[Na+].CS(C)=O.[CH2:13]([C:15]1[N:16]([C:40]2[CH:45]=[CH:44][C:43]([O:46][CH:47]([CH3:49])[CH3:48])=[C:42]([F:50])[CH:41]=2)[C:17](=[O:39])[C:18]([CH2:24][C:25]2[CH:30]=[CH:29][C:28]([C:31]3[C:32]([C:37]#[N:38])=[CH:33][CH:34]=[CH:35][CH:36]=3)=[CH:27][CH:26]=2)=[C:19]([CH2:21][CH2:22][CH3:23])[N:20]=1)[CH3:14]. The catalyst is O. The product is [CH2:13]([C:15]1[N:16]([C:40]2[CH:45]=[CH:44][C:43]([O:46][CH:47]([CH3:48])[CH3:49])=[C:42]([F:50])[CH:41]=2)[C:17](=[O:39])[C:18]([CH2:24][C:25]2[CH:26]=[CH:27][C:28]([C:31]3[CH:36]=[CH:35][CH:34]=[CH:33][C:32]=3[C:37]3[NH:3][C:4](=[O:7])[O:5][N:38]=3)=[CH:29][CH:30]=2)=[C:19]([CH2:21][CH2:22][CH3:23])[N:20]=1)[CH3:14]. The yield is 0.480. (8) The reactants are [OH:1][CH:2]([C:13]1[N:17]([CH2:18][O:19][CH2:20][CH2:21][Si:22]([CH3:25])([CH3:24])[CH3:23])[N:16]=[CH:15][CH:14]=1)[C:3]1[CH:12]=[CH:11][C:6]2[NH:7][C:8](=[O:10])[S:9][C:5]=2[CH:4]=1. The catalyst is O1CCOCC1.CCOCC.[O-2].[Mn+4].[O-2]. The product is [CH3:23][Si:22]([CH3:25])([CH3:24])[CH2:21][CH2:20][O:19][CH2:18][N:17]1[C:13]([C:2]([C:3]2[CH:12]=[CH:11][C:6]3[NH:7][C:8](=[O:10])[S:9][C:5]=3[CH:4]=2)=[O:1])=[CH:14][CH:15]=[N:16]1. The yield is 0.740.